From a dataset of Reaction yield outcomes from USPTO patents with 853,638 reactions. Predict the reaction yield, written as a fraction of the theoretical maximum amount of product (1.0 means a 100% yield; for example, 0.34 means a 34% yield). (1) No catalyst specified. The product is [OH:2][C:3]1[C:8]2[NH:9][C:10]([C:12]3[S:13][CH:14]=[CH:15][CH:16]=3)=[N:11][C:7]=2[C:6]([C:17]([NH:19][CH2:20][CH2:21][C:22]2[N:26]([CH3:27])[CH:25]=[N:24][CH:23]=2)=[O:18])=[CH:5][CH:4]=1. The reactants are C[O:2][C:3]1[C:8]2[NH:9][C:10]([C:12]3[S:13][CH:14]=[CH:15][CH:16]=3)=[N:11][C:7]=2[C:6]([C:17]([NH:19][CH2:20][CH2:21][C:22]2[N:26]([CH3:27])[CH:25]=[N:24][CH:23]=2)=[O:18])=[CH:5][CH:4]=1.B(Br)(Br)Br. The yield is 0.160. (2) The reactants are Br[C:2]1[CH:7]=[CH:6][C:5]([C:8]2[CH2:12][C:11]([C:17]3[CH:22]=[C:21]([Cl:23])[CH:20]=[C:19]([Cl:24])[CH:18]=3)([C:13]([F:16])([F:15])[F:14])[O:10][N:9]=2)=[CH:4][C:3]=1[CH3:25].C([SiH](CC)CC)C.[C:33](=O)([O-])[O-:34].[Na+].[Na+]. The catalyst is CN(C=O)C. The product is [Cl:24][C:19]1[CH:18]=[C:17]([C:11]2([C:13]([F:16])([F:15])[F:14])[O:10][N:9]=[C:8]([C:5]3[CH:6]=[CH:7][C:2]([CH:33]=[O:34])=[C:3]([CH3:25])[CH:4]=3)[CH2:12]2)[CH:22]=[C:21]([Cl:23])[CH:20]=1. The yield is 0.760.